From a dataset of Forward reaction prediction with 1.9M reactions from USPTO patents (1976-2016). Predict the product of the given reaction. (1) Given the reactants [CH3:1][Si:2]([CH3:7])([CH3:6])[C:3]#[C:4][CH3:5].Cl[CH2:9][C:10]1[N:14]([CH3:15])[C:13]2[CH:16]=[CH:17][CH:18]=[CH:19][C:12]=2[N:11]=1, predict the reaction product. The product is: [CH3:15][N:14]1[C:13]2[CH:16]=[CH:17][CH:18]=[CH:19][C:12]=2[N:11]=[C:10]1[CH2:9][CH2:5][C:4]#[C:3][Si:2]([CH3:7])([CH3:6])[CH3:1]. (2) Given the reactants F[C:2]1[CH:7]=[CH:6][CH:5]=[CH:4][C:3]=1[N+:8]([O-:10])=[O:9].[CH:11]([NH2:14])([CH3:13])[CH3:12].C(=O)([O-])[O-].[K+].[K+], predict the reaction product. The product is: [CH:11]([NH:14][C:2]1[CH:7]=[CH:6][CH:5]=[CH:4][C:3]=1[N+:8]([O-:10])=[O:9])([CH3:13])[CH3:12]. (3) Given the reactants [Br:1][C:2]1[CH:7]=[CH:6][C:5](/[CH:8]=[CH:9]/[CH2:10][OH:11])=[CH:4][CH:3]=1.[CH3:12]I.[OH-].[K+].Cl, predict the reaction product. The product is: [Br:1][C:2]1[CH:3]=[CH:4][C:5](/[CH:8]=[CH:9]/[CH2:10][O:11][CH3:12])=[CH:6][CH:7]=1. (4) Given the reactants [NH2:1][C:2]1[N:7]=[C:6]([N:8]2[CH:17]([CH3:18])[CH2:16][C:15]3[C:10](=[CH:11][C:12]([C:19]4[CH:20]=[C:21]([C:25](O)=[O:26])[N:22]([CH3:24])[CH:23]=4)=[CH:13][CH:14]=3)[CH2:9]2)[CH:5]=[C:4]([N:28]2[CH2:33][CH2:32][N:31]([CH3:34])[CH2:30][CH2:29]2)[N:3]=1.[CH3:35][NH2:36], predict the reaction product. The product is: [NH2:1][C:2]1[N:7]=[C:6]([N:8]2[CH:17]([CH3:18])[CH2:16][C:15]3[C:10](=[CH:11][C:12]([C:19]4[CH:20]=[C:21]([C:25]([NH:36][CH3:35])=[O:26])[N:22]([CH3:24])[CH:23]=4)=[CH:13][CH:14]=3)[CH2:9]2)[CH:5]=[C:4]([N:28]2[CH2:33][CH2:32][N:31]([CH3:34])[CH2:30][CH2:29]2)[N:3]=1. (5) Given the reactants [Cl:1][C:2]1[CH:3]=[CH:4][C:5]2[NH:11][C:10]3[CH:12]=[CH:13][CH:14]=[CH:15][C:9]=3[C:8](SC)=[N:7][C:6]=2[CH:18]=1.[NH:19]1[CH2:24][CH2:23][O:22][CH2:21][CH2:20]1, predict the reaction product. The product is: [Cl:1][C:2]1[CH:3]=[CH:4][C:5]2[NH:11][C:10]3[CH:12]=[CH:13][CH:14]=[CH:15][C:9]=3[C:8]([N:19]3[CH2:24][CH2:23][O:22][CH2:21][CH2:20]3)=[N:7][C:6]=2[CH:18]=1. (6) Given the reactants [CH3:1][O:2][CH2:3][O:4][C:5]1[CH:6]=[C:7]([C:11]2[N:12]=[C:13]([N:25]3[CH2:30][CH2:29][O:28][CH2:27][CH2:26]3)[C:14]3[N:20]=[CH:19][C:18]([CH2:21][CH:22]=[N:23][OH:24])=[CH:17][C:15]=3[N:16]=2)[CH:8]=[CH:9][CH:10]=1.C(OOC)C#C.Cl[O-].[Na+].O.[O:41]1[CH2:45][CH2:44][CH2:43][CH2:42]1, predict the reaction product. The product is: [CH3:1][O:2][CH2:3][O:4][C:5]1[CH:6]=[C:7]([C:11]2[N:12]=[C:13]([N:25]3[CH2:26][CH2:27][O:28][CH2:29][CH2:30]3)[C:14]3[N:20]=[CH:19][C:18]([CH2:21][C:22]4[CH:44]=[C:43]([CH2:42][O:41][CH3:45])[O:24][N:23]=4)=[CH:17][C:15]=3[N:16]=2)[CH:8]=[CH:9][CH:10]=1.